Dataset: Full USPTO retrosynthesis dataset with 1.9M reactions from patents (1976-2016). Task: Predict the reactants needed to synthesize the given product. (1) Given the product [ClH:13].[NH:8]([C:5]1[CH:4]=[CH:3][C:2]([CH3:1])=[N:7][CH:6]=1)[NH2:9], predict the reactants needed to synthesize it. The reactants are: [CH3:1][C:2]1[N:7]=[CH:6][C:5]([NH2:8])=[CH:4][CH:3]=1.[N:9]([O-])=O.[Na+].[Cl:13][Sn]Cl. (2) Given the product [CH:22]1([CH2:21][N:12]2[C:13]3[C:18](=[CH:17][CH:16]=[CH:15][C:14]=3[O:19][CH3:20])[C:10]([C:7]3[S:6][C:5]([CH2:3][OH:2])=[N:9][CH:8]=3)=[CH:11]2)[CH2:27][CH2:26][CH2:25][CH2:24][CH2:23]1, predict the reactants needed to synthesize it. The reactants are: C[O:2][C:3]([C:5]1[S:6][C:7]([C:10]2[C:18]3[C:13](=[C:14]([O:19][CH3:20])[CH:15]=[CH:16][CH:17]=3)[N:12]([CH2:21][CH:22]3[CH2:27][CH2:26][CH2:25][CH2:24][CH2:23]3)[CH:11]=2)=[CH:8][N:9]=1)=O.[BH4-].[Na+].